Predict which catalyst facilitates the given reaction. From a dataset of Catalyst prediction with 721,799 reactions and 888 catalyst types from USPTO. (1) Reactant: [F:1][C:2]([F:19])([F:18])[C:3]1[CH:4]=[C:5]([CH:13]([CH3:17])[C:14]([OH:16])=O)[CH:6]=[C:7]([C:9]([F:12])([F:11])[F:10])[CH:8]=1.[CH3:20][C:21]1[CH:26]=[C:25]([C:27]2[CH:32]=[CH:31][C:30]([NH2:33])=[CH:29][CH:28]=2)[CH:24]=[CH:23][N:22]=1.C1C=CC2N(O)N=NC=2C=1.C(Cl)CCl. Product: [F:19][C:2]([F:1])([F:18])[C:3]1[CH:4]=[C:5]([CH:13]([CH3:17])[C:14]([NH:33][C:30]2[CH:29]=[CH:28][C:27]([C:25]3[CH:24]=[CH:23][N:22]=[C:21]([CH3:20])[CH:26]=3)=[CH:32][CH:31]=2)=[O:16])[CH:6]=[C:7]([C:9]([F:12])([F:10])[F:11])[CH:8]=1. The catalyst class is: 39. (2) Reactant: [CH3:1][O:2][C:3]1[CH:12]=[C:11]2[C:6]([C:7]([CH3:22])=[CH:8][C:9]([NH:13][C@H:14]3[CH2:19][C@@H:18]4[CH2:20][C@H:15]3[C@@H:16]([NH2:21])[CH2:17]4)=[N:10]2)=[CH:5][CH:4]=1.[CH3:23][N:24]1[C:32]2[C:27](=[CH:28][CH:29]=[CH:30][CH:31]=2)[C:26]([CH:33]=O)=[CH:25]1. Product: [CH3:1][O:2][C:3]1[CH:12]=[C:11]2[C:6]([C:7]([CH3:22])=[CH:8][C:9]([NH:13][C@H:14]3[CH2:19][C@@H:18]4[CH2:20][C@H:15]3[C@@H:16]([NH:21][CH2:33][C:26]3[C:27]5[C:32](=[CH:31][CH:30]=[CH:29][CH:28]=5)[N:24]([CH3:23])[CH:25]=3)[CH2:17]4)=[N:10]2)=[CH:5][CH:4]=1. The catalyst class is: 5.